From a dataset of Catalyst prediction with 721,799 reactions and 888 catalyst types from USPTO. Predict which catalyst facilitates the given reaction. Reactant: [NH:1]1[C:9]2[C:4](=[CH:5][C:6]([C:10]([NH:12][NH:13][C:14](=S)[NH:15][CH2:16][C:17]3[CH:22]=[CH:21][C:20]([O:23][CH3:24])=[CH:19][CH:18]=3)=[O:11])=[CH:7][CH:8]=2)[CH:3]=[CH:2]1.CCN=C=NCCCN(C)C.Cl. Product: [NH:1]1[C:9]2[C:4](=[CH:5][C:6]([C:10]3[O:11][C:14]([NH:15][CH2:16][C:17]4[CH:22]=[CH:21][C:20]([O:23][CH3:24])=[CH:19][CH:18]=4)=[N:13][N:12]=3)=[CH:7][CH:8]=2)[CH:3]=[CH:2]1. The catalyst class is: 11.